Dataset: Forward reaction prediction with 1.9M reactions from USPTO patents (1976-2016). Task: Predict the product of the given reaction. (1) Given the reactants Cl.[NH2:2][OH:3].CCN(CC)CC.[C:11]([C:15]1[C:16]([OH:23])=[C:17]([CH:20]=[CH:21][CH:22]=1)[CH:18]=O)([CH3:14])([CH3:13])[CH3:12], predict the reaction product. The product is: [C:11]([C:15]1[C:16]([OH:23])=[C:17]([CH:20]=[CH:21][CH:22]=1)[CH:18]=[N:2][OH:3])([CH3:14])([CH3:13])[CH3:12]. (2) Given the reactants [CH3:1][CH:2]([CH2:7][C:8]1[NH:9][C:10]2[C:15]([CH:16]=1)=[CH:14][C:13]([O:17]CC1C=CC=CC=1)=[CH:12][CH:11]=2)[C:3]([O:5][CH3:6])=[O:4], predict the reaction product. The product is: [OH:17][C:13]1[CH:14]=[C:15]2[C:10](=[CH:11][CH:12]=1)[NH:9][C:8]([CH2:7][CH:2]([CH3:1])[C:3]([O:5][CH3:6])=[O:4])=[CH:16]2. (3) Given the reactants [Cl:1][C:2]1[CH:11]=[C:10]2[C:5]([CH2:6][CH2:7][CH2:8][N:9]2[C:12]2[C:16]3[CH2:17][NH:18][CH2:19][CH2:20][C:15]=3[N:14]([CH:21]3[CH2:26][CH2:25][O:24][CH2:23][CH2:22]3)[N:13]=2)=[CH:4][C:3]=1[C:27]1[CH:28]=[N:29][N:30]([CH3:32])[CH:31]=1.C(N(CC)CC)C.[CH3:40][NH:41][C:42](N1C=CN=C1)=[O:43], predict the reaction product. The product is: [Cl:1][C:2]1[CH:11]=[C:10]2[C:5]([CH2:6][CH2:7][CH2:8][N:9]2[C:12]2[C:16]3[CH2:17][N:18]([C:42]([NH:41][CH3:40])=[O:43])[CH2:19][CH2:20][C:15]=3[N:14]([CH:21]3[CH2:26][CH2:25][O:24][CH2:23][CH2:22]3)[N:13]=2)=[CH:4][C:3]=1[C:27]1[CH:28]=[N:29][N:30]([CH3:32])[CH:31]=1. (4) Given the reactants [CH2:1]([O:3][C:4](=[O:28])[CH2:5][C:6]1[CH:7]=[C:8]([C:14]2[CH:19]=[CH:18][C:17]([C:20]([F:23])([F:22])[F:21])=[CH:16][C:15]=2[CH2:24][NH:25][CH2:26][CH3:27])[C:9]([O:12][CH3:13])=[CH:10][CH:11]=1)[CH3:2].C(N(CC)CC)C.[Cl:36][C:37]1[CH:38]=[C:39]([CH:44]=[CH:45][C:46]=1[Cl:47])[CH2:40][N:41]=[C:42]=[O:43], predict the reaction product. The product is: [CH2:1]([O:3][C:4](=[O:28])[CH2:5][C:6]1[CH:7]=[C:8]([C:14]2[CH:19]=[CH:18][C:17]([C:20]([F:23])([F:21])[F:22])=[CH:16][C:15]=2[CH2:24][N:25]([CH2:26][CH3:27])[C:42]([NH:41][CH2:40][C:39]2[CH:44]=[CH:45][C:46]([Cl:47])=[C:37]([Cl:36])[CH:38]=2)=[O:43])[C:9]([O:12][CH3:13])=[CH:10][CH:11]=1)[CH3:2]. (5) Given the reactants [F:1][C:2]([F:13])([F:12])[C:3]1[CH:11]=[CH:10][C:6]([C:7](Cl)=[O:8])=[CH:5][CH:4]=1.[CH3:14][N:15]1[C:19]([NH2:20])=[CH:18][CH:17]=[N:16]1.C(N(CC)CC)C, predict the reaction product. The product is: [CH3:14][N:15]1[C:19]([NH:20][C:7](=[O:8])[C:6]2[CH:10]=[CH:11][C:3]([C:2]([F:13])([F:12])[F:1])=[CH:4][CH:5]=2)=[CH:18][CH:17]=[N:16]1.